From a dataset of Full USPTO retrosynthesis dataset with 1.9M reactions from patents (1976-2016). Predict the reactants needed to synthesize the given product. (1) Given the product [CH3:17][C:16]([CH3:18])=[CH:15][CH2:14][NH:7][C:1]1[CH:6]=[CH:5][CH:4]=[CH:3][CH:2]=1, predict the reactants needed to synthesize it. The reactants are: [C:1]1([NH2:7])[CH:6]=[CH:5][CH:4]=[CH:3][CH:2]=1.C(=O)([O-])[O-].[K+].[K+].[CH2:14](Br)[CH:15]=[C:16]([CH3:18])[CH3:17]. (2) Given the product [F:7][C:8]1[CH:14]=[CH:13][C:11]([NH:12][CH:3]2[CH2:4][CH2:5][NH:1][CH2:2]2)=[CH:10][CH:9]=1, predict the reactants needed to synthesize it. The reactants are: [NH:1]1[CH2:5][CH2:4][C:3](=O)[CH2:2]1.[F:7][C:8]1[CH:14]=[CH:13][C:11]([NH2:12])=[CH:10][CH:9]=1. (3) Given the product [O:1]=[C:2]1[C:10]2[C:5](=[CH:6][CH:7]=[CH:8][CH:9]=2)[C:4](=[O:11])[N:3]1[CH2:12][CH2:13][S:14]([NH:18][C@H:19]1[CH2:24][CH2:23][CH2:22][N:21]([C:25]([O:27][CH2:28][C:29]2[CH:34]=[CH:33][CH:32]=[CH:31][CH:30]=2)=[O:26])[CH2:20]1)(=[O:16])=[O:15], predict the reactants needed to synthesize it. The reactants are: [O:1]=[C:2]1[C:10]2[C:5](=[CH:6][CH:7]=[CH:8][CH:9]=2)[C:4](=[O:11])[N:3]1[CH2:12][CH2:13][S:14](Cl)(=[O:16])=[O:15].[NH2:18][C@H:19]1[CH2:24][CH2:23][CH2:22][N:21]([C:25]([O:27][CH2:28][C:29]2[CH:34]=[CH:33][CH:32]=[CH:31][CH:30]=2)=[O:26])[CH2:20]1.CCN(C(C)C)C(C)C.O.